This data is from Forward reaction prediction with 1.9M reactions from USPTO patents (1976-2016). The task is: Predict the product of the given reaction. (1) The product is: [C:15]1([P:14](=[O:25])([C:11]2[CH:12]=[CH:13][CH:8]=[CH:9][CH:10]=2)[C:2]2[CH:7]=[CH:6][CH:5]=[CH:4][N:3]=2)[CH:20]=[CH:19][CH:18]=[CH:17][CH:16]=1. Given the reactants F[C:2]1[CH:7]=[CH:6][CH:5]=[CH:4][N:3]=1.[CH:8]1[CH:13]=[CH:12][C:11]([P-:14][C:15]2[CH:20]=[CH:19][CH:18]=[CH:17][CH:16]=2)=[CH:10][CH:9]=1.[K+].C1C[O:25]CC1, predict the reaction product. (2) Given the reactants C1(C(C2C=CC=CC=2)N2C3C(=CC=CC=3)C(C3C(O)=CC4C[CH2:22][O:23]C=4C=3)C2=O)C=CC=CC=1.[C:34]1([CH:40]([C:61]2[CH:66]=[CH:65][CH:64]=[CH:63][CH:62]=2)[N:41]2[C:49]3[C:44](=[CH:45][CH:46]=[CH:47][CH:48]=3)[CH:43]([C:50]3[C:51]([OH:59])=[CH:52][C:53]4[O:57][CH2:56][CH2:55][C:54]=4[CH:58]=3)[C:42]2=[O:60])[CH:39]=[CH:38][CH:37]=[CH:36][CH:35]=1, predict the reaction product. The product is: [C:61]1([CH:40]([C:34]2[CH:35]=[CH:36][CH:37]=[CH:38][CH:39]=2)[N:41]2[C:49]3[C:44](=[CH:45][CH:46]=[CH:47][CH:48]=3)[C:43]([C:50]3[C:51]([OH:59])=[CH:52][C:53]4[O:57][CH2:56][CH2:55][C:54]=4[CH:58]=3)([CH2:22][OH:23])[C:42]2=[O:60])[CH:66]=[CH:65][CH:64]=[CH:63][CH:62]=1. (3) Given the reactants N(C(OCC)=O)=NC(OCC)=O.C1(P(C2C=CC=CC=2)C2C=CC=CC=2)C=CC=CC=1.[Br:32][C:33]1[C:42]([OH:43])=[CH:41][CH:40]=[C:39]2[C:34]=1[CH:35]=[CH:36][N:37]=[CH:38]2.[C:44]([O:48][C:49](=[O:58])[NH:50][C@H:51]1[CH2:56][CH2:55][C@H:54](O)[CH2:53][CH2:52]1)([CH3:47])([CH3:46])[CH3:45].C(N(CC)CC)C, predict the reaction product. The product is: [C:44]([O:48][C:49](=[O:58])[NH:50][C@H:51]1[CH2:52][CH2:53][C@@H:54]([O:43][C:42]2[C:33]([Br:32])=[C:34]3[C:39](=[CH:40][CH:41]=2)[CH:38]=[N:37][CH:36]=[CH:35]3)[CH2:55][CH2:56]1)([CH3:47])([CH3:45])[CH3:46].